This data is from Forward reaction prediction with 1.9M reactions from USPTO patents (1976-2016). The task is: Predict the product of the given reaction. (1) The product is: [N:11]1([CH2:16][C:17]2[CH:18]=[CH:19][C:20]([C:5]3[CH:6]=[CH:7][C:2]([NH2:1])=[CH:3][CH:4]=3)=[N:21][CH:22]=2)[CH:15]=[CH:14][N:13]=[CH:12]1. Given the reactants [NH2:1][C:2]1[CH:7]=[CH:6][C:5](B(O)O)=[CH:4][CH:3]=1.[N:11]1([CH2:16][C:17]2[CH:18]=[CH:19][C:20](Br)=[N:21][CH:22]=2)[CH:15]=[CH:14][N:13]=[CH:12]1, predict the reaction product. (2) Given the reactants [K].N1C=CN=C1.FC(F)(F)C(OCC)=O.[F:16][C:17]([N:22]1[CH:26]=[CH:25][N:24]=[CH:23]1)(F)[CH:18]([F:20])[F:19], predict the reaction product. The product is: [F:16][C:17]([N:22]1[CH:26]=[CH:25][N:24]=[CH:23]1)=[C:18]([F:20])[F:19]. (3) Given the reactants [NH2:1][C:2]1[CH:3]=[N:4][CH:5]=[CH:6][C:7]=1[C:8]1[N:13]=[C:12]([S:14][CH3:15])[N:11]=[C:10]([N:16]([C:24]([O:26][C:27]([CH3:30])([CH3:29])[CH3:28])=[O:25])[C:17]([O:19][C:20]([CH3:23])([CH3:22])[CH3:21])=[O:18])[CH:9]=1.[NH2:31][C:32]1[C:33]([C:39](O)=[O:40])=[N:34][C:35]([Br:38])=[CH:36][CH:37]=1.C(Cl)CCl.C1C=NC2N(O)N=NC=2C=1, predict the reaction product. The product is: [NH2:31][C:32]1[C:33]([C:39]([NH:1][C:2]2[CH:3]=[N:4][CH:5]=[CH:6][C:7]=2[C:8]2[CH:9]=[C:10]([N:16]([C:24]([O:26][C:27]([CH3:30])([CH3:29])[CH3:28])=[O:25])[C:17]([O:19][C:20]([CH3:22])([CH3:23])[CH3:21])=[O:18])[N:11]=[C:12]([S:14][CH3:15])[N:13]=2)=[O:40])=[N:34][C:35]([Br:38])=[CH:36][CH:37]=1. (4) Given the reactants Cl[CH2:2][C:3](Cl)=[O:4].[N+:6]([C:9]1[CH:10]=[CH:11][C:12]2[O:18][CH2:17][CH2:16][CH2:15][NH:14][C:13]=2[CH:19]=1)([O-:8])=[O:7].[CH2:20]([N:22](CC)[CH2:23][CH3:24])[CH3:21].N1CCCC1, predict the reaction product. The product is: [N+:6]([C:9]1[CH:10]=[CH:11][C:12]2[O:18][CH2:17][CH2:16][CH2:15][N:14]([C:3](=[O:4])[CH2:2][N:22]3[CH2:23][CH2:24][CH2:21][CH2:20]3)[C:13]=2[CH:19]=1)([O-:8])=[O:7].